This data is from Reaction yield outcomes from USPTO patents with 853,638 reactions. The task is: Predict the reaction yield, written as a fraction of the theoretical maximum amount of product (1.0 means a 100% yield; for example, 0.34 means a 34% yield). (1) The yield is 0.630. The reactants are [CH:1]1([C:7]2[C:8]3[CH:26]=[CH:25][C:24]([C:27]([NH:29][C:30]([C:33]4[NH:34][C:35]5[CH:41]=[C:40]([C:42]([OH:44])=O)[CH:39]=[CH:38][C:36]=5[N:37]=4)([CH3:32])[CH3:31])=[O:28])=[CH:23][C:9]=3[N:10]3[C:16]=2[C:15]2[CH:17]=[CH:18][C:19]([O:21][CH3:22])=[CH:20][C:14]=2[O:13][CH2:12][CH2:11]3)[CH2:6][CH2:5][CH2:4][CH2:3][CH2:2]1.[CH3:45][NH:46][CH3:47].O1CCCC1.O.ON1C2C=CC=CC=2N=N1.C(=O)([O-])O.[Na+]. The product is [CH3:45][N:46]([CH3:47])[C:42]([C:40]1[CH:39]=[CH:38][C:36]2[N:37]=[C:33]([C:30]([NH:29][C:27]([C:24]3[CH:25]=[CH:26][C:8]4[C:7]([CH:1]5[CH2:6][CH2:5][CH2:4][CH2:3][CH2:2]5)=[C:16]5[N:10]([CH2:11][CH2:12][O:13][C:14]6[CH:20]=[C:19]([O:21][CH3:22])[CH:18]=[CH:17][C:15]=65)[C:9]=4[CH:23]=3)=[O:28])([CH3:32])[CH3:31])[NH:34][C:35]=2[CH:41]=1)=[O:44]. The catalyst is CN(C)C=O.O.CO. (2) The reactants are [CH3:1][C:2]1[O:6][N:5]=[C:4]([C:7]2[CH:12]=[CH:11][CH:10]=[CH:9][CH:8]=2)[C:3]=1[CH2:13][O:14][C:15]1[CH:23]=[CH:22][C:18]([C:19]([OH:21])=O)=[CH:17][N:16]=1.[CH3:24][CH:25]1[CH2:29][CH2:28][CH2:27][NH:26]1. No catalyst specified. The product is [CH3:1][C:2]1[O:6][N:5]=[C:4]([C:7]2[CH:8]=[CH:9][CH:10]=[CH:11][CH:12]=2)[C:3]=1[CH2:13][O:14][C:15]1[N:16]=[CH:17][C:18]([C:19]([N:26]2[CH2:27][CH2:28][CH2:29][CH:25]2[CH3:24])=[O:21])=[CH:22][CH:23]=1. The yield is 0.990. (3) The reactants are O=[C:2]([C@@:6](CCC1C=CC=CC=1)([O:18][C:19](=[O:29])[CH2:20][CH2:21][CH2:22][CH2:23][CH2:24][CH2:25][CH2:26][CH2:27][CH3:28])[CH2:7][CH2:8][CH2:9][CH2:10][CH2:11][CH2:12][CH2:13][CH2:14][CH2:15][CH2:16][CH3:17])[C:3]([O-:5])=[O:4]. The catalyst is C(O)(=O)C.[Zn]. The product is [C:19]([O:18][C@H:6]([CH2:7][CH2:8][CH2:9][CH2:10][CH2:11][CH2:12][CH2:13][CH2:14][CH2:15][CH2:16][CH3:17])[CH2:2][C:3]([OH:5])=[O:4])(=[O:29])[CH2:20][CH2:21][CH2:22][CH2:23][CH2:24][CH2:25][CH2:26][CH2:27][CH3:28]. The yield is 0.890. (4) The reactants are [Cl:1][S:2]([OH:5])(=O)=[O:3].[F:6][C:7]([F:19])([F:18])[C:8]([NH:10][C:11]1[CH:16]=[CH:15][CH:14]=[CH:13][C:12]=1[CH3:17])=[O:9]. No catalyst specified. The product is [CH3:17][C:12]1[CH:13]=[C:14]([S:2]([Cl:1])(=[O:5])=[O:3])[CH:15]=[CH:16][C:11]=1[NH:10][C:8](=[O:9])[C:7]([F:6])([F:18])[F:19]. The yield is 0.690. (5) The reactants are [CH:1]1([C:4]2[CH:11]=[CH:10][C:7]([CH:8]=[O:9])=[CH:6][CH:5]=2)[CH2:3][CH2:2]1.Br[C:13]1C=CC(C2CCC2)=CC=1.[Li]CCCC.CCCCCC.CN(C=O)C. No catalyst specified. The product is [CH:1]1([C:4]2[CH:5]=[CH:6][C:7]([CH:8]=[O:9])=[CH:10][CH:11]=2)[CH2:3][CH2:2][CH2:13]1. The yield is 0.670. (6) The reactants are [C:1]([O:5][C:6]([N:8]1[CH2:26][CH2:25][C:11]2([C:16](=[O:17])[N:15]([C:18]3[CH:19]=[N:20][C:21]([NH2:24])=[CH:22][CH:23]=3)[CH2:14][CH2:13][CH2:12]2)[CH2:10][CH2:9]1)=[O:7])([CH3:4])([CH3:3])[CH3:2].[CH3:27][N:28]([CH3:46])[C:29]([C:31]1[N:40]([CH:41]2[CH2:45][CH2:44][CH2:43][CH2:42]2)[C:34]2[N:35]=[C:36](Cl)[N:37]=[CH:38][C:33]=2[CH:32]=1)=[O:30]. No catalyst specified. The product is [C:1]([O:5][C:6]([N:8]1[CH2:26][CH2:25][C:11]2([C:16](=[O:17])[N:15]([C:18]3[CH:19]=[N:20][C:21]([NH:24][C:36]4[N:37]=[CH:38][C:33]5[CH:32]=[C:31]([C:29](=[O:30])[N:28]([CH3:27])[CH3:46])[N:40]([CH:41]6[CH2:45][CH2:44][CH2:43][CH2:42]6)[C:34]=5[N:35]=4)=[CH:22][CH:23]=3)[CH2:14][CH2:13][CH2:12]2)[CH2:10][CH2:9]1)=[O:7])([CH3:4])([CH3:2])[CH3:3]. The yield is 0.920.